Predict the product of the given reaction. From a dataset of Forward reaction prediction with 1.9M reactions from USPTO patents (1976-2016). (1) Given the reactants [Cl:1][C:2]1[C:3]([C:9]([OH:11])=O)=[N:4][CH:5]=[C:6]([Cl:8])[CH:7]=1.C(Cl)(=O)C([Cl:15])=O.CN(C)C=O, predict the reaction product. The product is: [Cl:1][C:2]1[C:3]([C:9]([Cl:15])=[O:11])=[N:4][CH:5]=[C:6]([Cl:8])[CH:7]=1. (2) Given the reactants [Cl:1][C:2]1[CH:24]=[C:23](Cl)[CH:22]=[CH:21][C:3]=1[CH2:4][NH:5][C:6]([C:8]1[C:9](=[O:20])[NH:10][N:11]=[C:12]([C:14]2[CH:19]=[CH:18][N:17]=[CH:16][CH:15]=2)[CH:13]=1)=[O:7].O=C1C(C(O)=O)=CC(C2C=CN=CC=2)=NN1.C(Cl)(=O)C(Cl)=O.ClC1C=CC=CC=1CN, predict the reaction product. The product is: [Cl:1][C:2]1[CH:24]=[CH:23][CH:22]=[CH:21][C:3]=1[CH2:4][NH:5][C:6]([C:8]1[C:9](=[O:20])[NH:10][N:11]=[C:12]([C:14]2[CH:19]=[CH:18][N:17]=[CH:16][CH:15]=2)[CH:13]=1)=[O:7]. (3) Given the reactants [OH:1][C@@H:2]1[CH2:5][C@H:4]([N:6]2[C:11](=[O:12])[C:10]([CH2:13][C:14]3[CH:19]=[CH:18][C:17]([C:20]4[CH:25]=[CH:24][CH:23]=[CH:22][C:21]=4[C:26]4[NH:30][C:29](=[O:31])[O:28][N:27]=4)=[CH:16][CH:15]=3)=[C:9]([CH2:32][CH2:33][CH3:34])[N:8]3[N:35]=[CH:36][N:37]=[C:7]23)[CH2:3]1.CC(OI1(OC(C)=O)(OC(C)=O)OC(=O)C2C=CC=CC1=2)=O.C(=O)([O-])O.[Na+].S([O-])([O-])(=O)=S.[Na+].[Na+], predict the reaction product. The product is: [O:1]=[C:2]1[CH2:3][CH:4]([N:6]2[C:11](=[O:12])[C:10]([CH2:13][C:14]3[CH:19]=[CH:18][C:17]([C:20]4[CH:25]=[CH:24][CH:23]=[CH:22][C:21]=4[C:26]4[NH:30][C:29](=[O:31])[O:28][N:27]=4)=[CH:16][CH:15]=3)=[C:9]([CH2:32][CH2:33][CH3:34])[N:8]3[N:35]=[CH:36][N:37]=[C:7]23)[CH2:5]1. (4) Given the reactants [OH:1][C:2]1[CH:9]=[C:8]([OH:10])[CH:7]=[CH:6][C:3]=1[CH:4]=[O:5].[CH3:11][O:12][CH2:13][CH2:14]O.C1(P(C2C=CC=CC=2)C2C=CC=CC=2)C=CC=CC=1.C1(C)C=CC=CC=1.N(C(OCC)=O)=NC(OCC)=O, predict the reaction product. The product is: [OH:1][C:2]1[CH:9]=[C:8]([O:10][CH2:14][CH2:13][O:12][CH3:11])[CH:7]=[CH:6][C:3]=1[CH:4]=[O:5]. (5) Given the reactants [Cl:1][C:2]1[CH:3]=[C:4]([OH:11])[CH:5]=[C:6]([F:10])[C:7]=1[CH2:8][OH:9].[CH2:12](Br)[CH2:13][CH2:14][CH3:15], predict the reaction product. The product is: [CH2:12]([O:11][C:4]1[CH:5]=[C:6]([F:10])[C:7]([CH2:8][OH:9])=[C:2]([Cl:1])[CH:3]=1)[CH2:13][CH2:14][CH3:15]. (6) Given the reactants [CH3:1][C@@H:2]([NH:22]C(=O)OC(C)(C)C)[C:3]([NH:5][C:6]1[CH:11]=[CH:10][C:9]([O:12][C:13]2[CH:18]=[CH:17][C:16]([CH3:19])=[C:15]([O:20][CH3:21])[CH:14]=2)=[CH:8][CH:7]=1)=[O:4].ClCCl, predict the reaction product. The product is: [CH3:19][C:16]1[CH:17]=[CH:18][C:13]([O:12][C:9]2[CH:10]=[CH:11][C:6]([NH:5][C:3](=[O:4])[C@@H:2]([CH3:1])[NH2:22])=[CH:7][CH:8]=2)=[CH:14][C:15]=1[O:20][CH3:21]. (7) Given the reactants [NH2:1][C:2]1([C:7]([OH:9])=O)[CH2:6][CH2:5][CH2:4][CH2:3]1.[OH-].[Na+].[ClH:12].CC[N:15]=C=NCCCN(C)C.C1C=CC2N(O)N=NC=2C=1.N, predict the reaction product. The product is: [ClH:12].[NH2:1][C:2]1([C:7]([NH2:15])=[O:9])[CH2:6][CH2:5][CH2:4][CH2:3]1.